Dataset: Full USPTO retrosynthesis dataset with 1.9M reactions from patents (1976-2016). Task: Predict the reactants needed to synthesize the given product. (1) The reactants are: [C:1]([OH:5])(=O)[CH2:2][OH:3].[NH2:6][CH2:7][C@@H:8]([CH3:29])[O:9][C:10]1[CH:19]=[CH:18][CH:17]=[C:16]2[C:11]=1[C:12]([NH:20][C:21]1[CH:26]=[CH:25][C:24]([OH:27])=[C:23]([CH3:28])[CH:22]=1)=[N:13][CH:14]=[N:15]2. Given the product [OH:3][CH2:2][C:1]([NH:6][CH2:7][C@H:8]([O:9][C:10]1[CH:19]=[CH:18][CH:17]=[C:16]2[C:11]=1[C:12]([NH:20][C:21]1[CH:26]=[CH:25][C:24]([OH:27])=[C:23]([CH3:28])[CH:22]=1)=[N:13][CH:14]=[N:15]2)[CH3:29])=[O:5], predict the reactants needed to synthesize it. (2) Given the product [Br:31][C:7]1[C:6]([O:20][CH3:21])=[C:5]([C:1]([CH3:4])([CH3:2])[CH3:3])[CH:13]=[C:12]2[C:8]=1[CH2:9][CH:10]([CH2:15][C:16]([CH3:19])([CH3:18])[CH3:17])[C:11]2=[O:14], predict the reactants needed to synthesize it. The reactants are: [C:1]([C:5]1[CH:13]=[C:12]2[C:8]([CH2:9][CH:10]([CH2:15][C:16]([CH3:19])([CH3:18])[CH3:17])[C:11]2=[O:14])=[CH:7][C:6]=1[O:20][CH3:21])([CH3:4])([CH3:3])[CH3:2].O.O.O.C([O-])(=O)C.[Na+].O.[Br:31]Br. (3) Given the product [F:46][C:47]1[CH:52]=[C:51]([F:53])[CH:50]=[CH:49][C:48]=1[CH2:54][NH:55][C:56]([C:58]1[C:59](=[O:86])[C:60]([OH:78])=[C:61]2[C:75](=[O:76])[N:65]3[CH:66]4[CH:71]([CH2:72][N:73]([CH3:74])[CH:64]3[CH2:63][N:62]2[CH:77]=1)[CH2:70][CH2:69][CH2:68][CH2:67]4)=[O:57], predict the reactants needed to synthesize it. The reactants are: Cl.N[C@H]1CCCC[C@H]1CNC.CC(N([C@H]1CCCC[C@H]1C=O)C(=O)[O-])(C)C.CN.C(OC1C(=O)C=COC=1C)C1C=CC=CC=1.[F:46][C:47]1[CH:52]=[C:51]([F:53])[CH:50]=[CH:49][C:48]=1[CH2:54][NH:55][C:56]([C:58]1[C:59](=[O:86])[C:60]([O:78]CC2C=CC=CC=2)=[C:61]2[C:75](=[O:76])[N:65]3[CH:66]4[CH:71]([CH2:72][N:73]([CH3:74])[CH:64]3[CH2:63][N:62]2[CH:77]=1)[CH2:70][CH2:69][CH2:68][CH2:67]4)=[O:57]. (4) Given the product [O:4]=[C:2]([CH:15]([C:16]1[CH:21]=[CH:20][CH:19]=[C:18]([Cl:22])[CH:17]=1)[C:14]([O:13][CH2:11][CH3:12])=[O:23])[C:1]([O:8][CH2:9][CH3:10])=[O:7], predict the reactants needed to synthesize it. The reactants are: [C:1]([O:8][CH2:9][CH3:10])(=[O:7])[C:2]([O:4]CC)=O.[CH2:11]([O:13][C:14](=[O:23])[CH2:15][C:16]1[CH:21]=[CH:20][CH:19]=[C:18]([Cl:22])[CH:17]=1)[CH3:12]. (5) The reactants are: [F:1][C:2]1[CH:3]=[CH:4][C:5]([O:40][CH3:41])=[C:6]([C:8]2[CH:13]=[CH:12][N:11]=[C:10]3[N:14]([S:31]([C:34]4[CH:39]=[CH:38][CH:37]=[CH:36][CH:35]=4)(=[O:33])=[O:32])[C:15]([C:17]4[CH2:22][CH2:21][N:20](C(OC(C)(C)C)=O)[C:19](=[O:30])[CH:18]=4)=[CH:16][C:9]=23)[CH:7]=1.[F:42][C:43]([F:48])([F:47])[C:44]([OH:46])=[O:45]. Given the product [F:1][C:2]1[CH:3]=[CH:4][C:5]([O:40][CH3:41])=[C:6]([C:8]2[CH:13]=[CH:12][N:11]=[C:10]3[N:14]([S:31]([C:34]4[CH:35]=[CH:36][CH:37]=[CH:38][CH:39]=4)(=[O:33])=[O:32])[C:15]([C:17]4[CH2:22][CH2:21][NH:20][C:19](=[O:30])[CH:18]=4)=[CH:16][C:9]=23)[CH:7]=1.[F:42][C:43]([F:48])([F:47])[C:44]([OH:46])=[O:45], predict the reactants needed to synthesize it.